Predict the reaction yield, written as a fraction of the theoretical maximum amount of product (1.0 means a 100% yield; for example, 0.34 means a 34% yield). From a dataset of Reaction yield outcomes from USPTO patents with 853,638 reactions. (1) The reactants are C([NH:8][C:9]1[C:10]([CH3:19])=[CH:11][C:12]2[O:16][CH2:15][CH2:14][C:13]=2[C:17]=1[CH3:18])C1C=CC=CC=1. The catalyst is C(OCC)(=O)C.CCCCCC. The product is [CH3:18][C:17]1[C:13]2[CH2:14][CH2:15][O:16][C:12]=2[CH:11]=[C:10]([CH3:19])[C:9]=1[NH2:8]. The yield is 0.860. (2) The reactants are [CH3:1][O:2][C:3]1[CH:4]=[C:5](/[C:11](=[CH:14]/[C:15]2[S:16][C:17]([N:20]3[CH2:25][CH2:24][CH:23]([OH:26])[CH2:22][CH2:21]3)=[CH:18][CH:19]=2)/[C:12]#[N:13])[CH:6]=[CH:7][C:8]=1[O:9][CH3:10].[Na+].[CH2:28]([N:30]([CH2:35][CH3:36])[CH2:31][C:32]([O-])=[O:33])[CH3:29].C1(C)C=CC(S(Cl)(=O)=O)=CC=1. The catalyst is N1C=CC=CC=1. The product is [CH2:28]([N:30]([CH2:31][C:32]([O:26][CH:23]1[CH2:22][CH2:21][N:20]([C:17]2[S:16][C:15](/[CH:14]=[C:11](\[C:12]#[N:13])/[C:5]3[CH:6]=[CH:7][C:8]([O:9][CH3:10])=[C:3]([O:2][CH3:1])[CH:4]=3)=[CH:19][CH:18]=2)[CH2:25][CH2:24]1)=[O:33])[CH2:35][CH3:36])[CH3:29]. The yield is 0.750. (3) The reactants are [CH:1](OCC)=[O:2].[H-].[Na+].[CH3:8][O:9][C:10]1[CH:18]=[C:17]2[C:13]([CH2:14][CH2:15][C:16]2=[O:19])=[CH:12][CH:11]=1.O. The catalyst is C1C=CC=CC=1. The product is [OH:2][CH:1]=[C:15]1[CH2:14][C:13]2[C:17](=[CH:18][C:10]([O:9][CH3:8])=[CH:11][CH:12]=2)[C:16]1=[O:19]. The yield is 0.910. (4) The yield is 0.550. The product is [CH3:1][C:2]([CH3:15])([C:8](=[O:14])[N:9]1[CH2:13][CH2:12][CH2:11][CH2:10]1)[C:3]([OH:5])=[O:4]. The reactants are [CH3:1][C:2]([CH3:15])([C:8](=[O:14])[N:9]1[CH2:13][CH2:12][CH2:11][CH2:10]1)[C:3]([O:5]CC)=[O:4].[OH-].[K+]. The catalyst is C(O)C. (5) The reactants are [C:12]([O:11][C:9](O[C:9]([O:11][C:12]([CH3:15])([CH3:14])[CH3:13])=[O:10])=[O:10])([CH3:15])([CH3:14])[CH3:13].[Cl:16][C:17]1[CH:18]=[C:19]2[NH:25][CH2:24][C:23]([CH3:27])([CH3:26])[C:20]2=[N:21][CH:22]=1.O1CCCC1.[OH-].[Na+]. The catalyst is O. The product is [C:12]([O:11][C:9]([N:25]1[C:19]2[C:20](=[N:21][CH:22]=[C:17]([Cl:16])[CH:18]=2)[C:23]([CH3:27])([CH3:26])[CH2:24]1)=[O:10])([CH3:13])([CH3:14])[CH3:15]. The yield is 0.550. (6) The catalyst is CCO. The yield is 0.640. The reactants are [C:1]([C:3]1[CH:21]=[CH:20][C:6]([C:7]([NH:9][C:10]2[CH:19]=[CH:18][C:13]([C:14](OC)=[O:15])=[CH:12][CH:11]=2)=[O:8])=[CH:5][CH:4]=1)#[N:2].O.[NH2:23][NH2:24]. The product is [C:1]([C:3]1[CH:21]=[CH:20][C:6]([C:7]([NH:9][C:10]2[CH:19]=[CH:18][C:13]([C:14]([NH:23][NH2:24])=[O:15])=[CH:12][CH:11]=2)=[O:8])=[CH:5][CH:4]=1)#[N:2].